This data is from CYP2C19 inhibition data for predicting drug metabolism from PubChem BioAssay. The task is: Regression/Classification. Given a drug SMILES string, predict its absorption, distribution, metabolism, or excretion properties. Task type varies by dataset: regression for continuous measurements (e.g., permeability, clearance, half-life) or binary classification for categorical outcomes (e.g., BBB penetration, CYP inhibition). Dataset: cyp2c19_veith. (1) The compound is CC1(C)Cc2c(sc3c2C(=O)N(c2ccccc2)C2=NCCN23)CS1.Cl. The result is 0 (non-inhibitor). (2) The result is 1 (inhibitor). The molecule is Cn1cc(-c2nc3cnc(N4CCNCC4)nc3n(Cc3ccc(F)cc3)c2=O)c2ccccc21.